Task: Predict the product of the given reaction.. Dataset: Forward reaction prediction with 1.9M reactions from USPTO patents (1976-2016) (1) Given the reactants [CH3:1][O:2][C:3]1[CH:8]=[CH:7][C:6]([CH2:9][O:10][C@H:11]([C@@H:13]([C@@H:19]([O:22][CH2:23][CH2:24][CH3:25])[CH:20]=C)[CH2:14][CH2:15][CH:16]([CH3:18])[CH3:17])[CH3:12])=[CH:5][CH:4]=1.C([O-])(O)=[O:27].[Na+].C1(/N=N/C2C=CC(/N=N/C3C4C(=CC=CC=4)C=CC=3O)=CC=2)C=CC=CC=1.C(=O)=O.CC(C)=O.[I-].[K+].[BH4-].[Na+], predict the reaction product. The product is: [CH3:1][O:2][C:3]1[CH:4]=[CH:5][C:6]([CH2:9][O:10][C@H:11]([C@H:13]([CH2:14][CH2:15][CH:16]([CH3:17])[CH3:18])[C@@H:19]([O:22][CH2:23][CH2:24][CH3:25])[CH2:20][OH:27])[CH3:12])=[CH:7][CH:8]=1. (2) Given the reactants C([O:3][C:4]([CH2:6][NH:7][C:8]1[CH:13]=[C:12]([O:14][CH3:15])[C:11]([O:16][CH3:17])=[CH:10][C:9]=1[C@H:18]1[CH2:27][CH2:26][C:25]2[CH:24]=[C:23]([O:28]C(=O)C(C)(C)C)[CH:22]=[CH:21][C:20]=2[CH2:19]1)=O)C.C(O[C:40]([N:42]1[CH2:47][CH2:46][CH:45]([C:48]2[CH:53]=[CH:52][C:51]([C:54](O)=O)=[CH:50][CH:49]=2)[CH2:44][CH2:43]1)=O)(C)(C)C, predict the reaction product. The product is: [OH:3][CH2:4][CH2:6][N:7]([CH2:54][C:51]1[CH:50]=[CH:49][C:48]([CH:45]2[CH2:44][CH2:43][N:42]([CH3:40])[CH2:47][CH2:46]2)=[CH:53][CH:52]=1)[C:8]1[CH:13]=[C:12]([O:14][CH3:15])[C:11]([O:16][CH3:17])=[CH:10][C:9]=1[C@H:18]1[CH2:27][CH2:26][C:25]2[CH:24]=[C:23]([OH:28])[CH:22]=[CH:21][C:20]=2[CH2:19]1. (3) Given the reactants [H-].[Na+].CS([O:7][C@@H:8]1[CH2:12][CH2:11][N:10]([CH2:13][C:14]2[CH:19]=[CH:18][CH:17]=[CH:16][CH:15]=2)[CH2:9]1)(=O)=O.S([O-])(=O)(=O)C.C1(C)C=CC=CC=1.[CH3:32][O:33][C:34]1[CH:42]=[CH:41][C:40]2[CH2:39][CH2:38][CH2:37][C:36]=2[C:35]=1O, predict the reaction product. The product is: [CH3:32][O:33][C:34]1[C:35]([O:7][C@H:8]2[CH2:12][CH2:11][N:10]([CH2:13][C:14]3[CH:19]=[CH:18][CH:17]=[CH:16][CH:15]=3)[CH2:9]2)=[C:36]2[C:40](=[CH:41][CH:42]=1)[CH2:39][CH2:38][CH2:37]2. (4) Given the reactants [C:1]([O:5][C:6]([N:8]([C@H:16]1[CH2:24][O:23][CH2:22][C@H:21]([O:25][CH2:26][CH:27]=[CH2:28])[C@@H:20]([O:29][CH2:30][CH:31]=[CH2:32])[C@H:19]([CH3:33])[O:18][C:17]1=[O:34])[C:9](=[O:15])[O:10][C:11]([CH3:14])([CH3:13])[CH3:12])=[O:7])([CH3:4])([CH3:3])[CH3:2], predict the reaction product. The product is: [C:1]([O:5][C:6]([N:8]([C@H:16]1[CH2:24][O:23][CH2:22][C@H:21]([O:25][CH2:26][CH2:27][CH3:28])[C@@H:20]([O:29][CH2:30][CH2:31][CH3:32])[C@H:19]([CH3:33])[O:18][C:17]1=[O:34])[C:9](=[O:15])[O:10][C:11]([CH3:13])([CH3:14])[CH3:12])=[O:7])([CH3:2])([CH3:3])[CH3:4]. (5) Given the reactants Cl[C:2]1[C:3]2[C:4](=[CH:19][N:20](CC3C=CC(OC)=CC=3)[N:21]=2)[N:5]=[C:6]([C:8]2[CH:9]=[C:10]([NH:14][S:15]([CH3:18])(=[O:17])=[O:16])[CH:11]=[CH:12][CH:13]=2)[N:7]=1.[CH3:31][O:32][C:33]1[CH:34]=[C:35]([CH:37]=[CH:38][C:39]=1[O:40][CH3:41])[NH2:36].Cl, predict the reaction product. The product is: [CH3:31][O:32][C:33]1[CH:34]=[C:35]([NH:36][C:2]2[C:3]3[NH:21][N:20]=[CH:19][C:4]=3[N:5]=[C:6]([C:8]3[CH:9]=[C:10]([NH:14][S:15]([CH3:18])(=[O:16])=[O:17])[CH:11]=[CH:12][CH:13]=3)[N:7]=2)[CH:37]=[CH:38][C:39]=1[O:40][CH3:41]. (6) Given the reactants [CH3:1][O:2][C:3]1[CH:4]=[C:5]([C:11]2[C@@H:20]3[C@@H:15]([CH2:16][CH2:17][CH2:18][CH2:19]3)[C:14](=[O:21])[N:13]([CH:22]3[CH2:27][CH2:26][N:25]([C:28](=[O:46])[C@H:29]([NH:38]C(=O)OC(C)(C)C)[C@@H:30]([C:32]4[CH:37]=[CH:36][CH:35]=[CH:34][CH:33]=4)[CH3:31])[CH2:24][CH2:23]3)[N:12]=2)[CH:6]=[CH:7][C:8]=1[O:9][CH3:10].FC(F)(F)C(O)=O.C(=O)(O)[O-].[Na+], predict the reaction product. The product is: [NH2:38][C@H:29]([C@@H:30]([C:32]1[CH:33]=[CH:34][CH:35]=[CH:36][CH:37]=1)[CH3:31])[C:28]([N:25]1[CH2:24][CH2:23][CH:22]([N:13]2[N:12]=[C:11]([C:5]3[CH:6]=[CH:7][C:8]([O:9][CH3:10])=[C:3]([O:2][CH3:1])[CH:4]=3)[C@@H:20]3[C@@H:15]([CH2:16][CH2:17][CH2:18][CH2:19]3)[C:14]2=[O:21])[CH2:27][CH2:26]1)=[O:46]. (7) Given the reactants [OH-].[Na+].[C:3]([C:5]1[CH:6]=[C:7]([C:15]2[O:19][N:18]=[C:17]([C:20]3[C:21]([C:34]([F:37])([F:36])[F:35])=[C:22]([CH2:26][CH2:27][CH2:28][C:29]([O:31]CC)=[O:30])[CH:23]=[CH:24][CH:25]=3)[N:16]=2)[CH:8]=[CH:9][C:10]=1[O:11][CH:12]([CH3:14])[CH3:13])#[N:4].Cl, predict the reaction product. The product is: [C:3]([C:5]1[CH:6]=[C:7]([C:15]2[O:19][N:18]=[C:17]([C:20]3[C:21]([C:34]([F:35])([F:36])[F:37])=[C:22]([CH2:26][CH2:27][CH2:28][C:29]([OH:31])=[O:30])[CH:23]=[CH:24][CH:25]=3)[N:16]=2)[CH:8]=[CH:9][C:10]=1[O:11][CH:12]([CH3:14])[CH3:13])#[N:4]. (8) Given the reactants [Cl:1][C:2]1[C:3]([C:11]#[N:12])=[C:4]([C:8]([OH:10])=O)[NH:5][C:6]=1[CH3:7].[NH2:13][C@@H:14]1[CH2:19][CH2:18][N:17]([C:20]([O:22][CH2:23][CH3:24])=[O:21])[CH2:16][C@@H:15]1[O:25][CH2:26][CH:27]=[CH2:28].C1C=CC2N(O)N=NC=2C=1.CN1CCOCC1.CCN=C=NCCCN(C)C.Cl, predict the reaction product. The product is: [Cl:1][C:2]1[C:3]([C:11]#[N:12])=[C:4]([C:8]([NH:13][C@@H:14]2[CH2:19][CH2:18][N:17]([C:20]([O:22][CH2:23][CH3:24])=[O:21])[CH2:16][C@@H:15]2[O:25][CH2:26][CH:27]=[CH2:28])=[O:10])[NH:5][C:6]=1[CH3:7]. (9) The product is: [NH2:30][C:15]1[CH:16]=[C:17]2[C:12](=[CH:13][CH:14]=1)[C:11](=[O:33])[N:10]([CH:34]1[CH2:39][CH2:38][CH2:37][CH2:36][CH:35]1[NH:40][S:41]([CH3:44])(=[O:43])=[O:42])[CH:9]([C:3]1[CH:4]=[CH:5][C:6]([Cl:8])=[CH:7][C:2]=1[Cl:1])[CH:18]2[C:19]([NH:21][O:22][CH2:23][C:24]1[CH:29]=[CH:28][CH:27]=[CH:26][N:25]=1)=[O:20]. Given the reactants [Cl:1][C:2]1[CH:7]=[C:6]([Cl:8])[CH:5]=[CH:4][C:3]=1[CH:9]1[CH:18]([C:19]([NH:21][O:22][CH2:23][C:24]2[CH:29]=[CH:28][CH:27]=[CH:26][N:25]=2)=[O:20])[C:17]2[C:12](=[CH:13][CH:14]=[C:15]([N+:30]([O-])=O)[CH:16]=2)[C:11](=[O:33])[N:10]1[CH:34]1[CH2:39][CH2:38][CH2:37][CH2:36][CH:35]1[NH:40][S:41]([CH3:44])(=[O:43])=[O:42], predict the reaction product.